This data is from Catalyst prediction with 721,799 reactions and 888 catalyst types from USPTO. The task is: Predict which catalyst facilitates the given reaction. (1) Reactant: [C:1]([C:5]1[C:13]2[C:8](=[CH:9][C:10]([N+:14]([O-])=O)=[CH:11][CH:12]=2)[NH:7][CH:6]=1)([CH3:4])([CH3:3])[CH3:2]. Product: [C:1]([C:5]1[C:13]2[C:8](=[CH:9][C:10]([NH2:14])=[CH:11][CH:12]=2)[NH:7][CH:6]=1)([CH3:4])([CH3:2])[CH3:3]. The catalyst class is: 181. (2) Reactant: [Cl:1][C:2]1[CH:3]=[C:4]([F:32])[C:5]([N:8]2[CH2:13][CH2:12][CH:11]([N:14]3[CH2:18][CH2:17][C@H:16]([O:19][C:20]4[CH:29]=[CH:28][C:23]([C:24]([O:26]C)=[O:25])=[CH:22][C:21]=4[F:30])[C:15]3=[O:31])[CH2:10][CH2:9]2)=[N:6][CH:7]=1.[OH-].[Li+]. Product: [Cl:1][C:2]1[CH:3]=[C:4]([F:32])[C:5]([N:8]2[CH2:9][CH2:10][CH:11]([N:14]3[CH2:18][CH2:17][C@H:16]([O:19][C:20]4[CH:29]=[CH:28][C:23]([C:24]([OH:26])=[O:25])=[CH:22][C:21]=4[F:30])[C:15]3=[O:31])[CH2:12][CH2:13]2)=[N:6][CH:7]=1. The catalyst class is: 1. (3) Reactant: [Br:1][C:2]1[CH:7]=[CH:6][C:5]([C:8]([C:10]2[CH:11]=[N:12][C:13]([N:16]3[CH2:21][CH2:20][O:19][CH2:18][CH2:17]3)=[CH:14][CH:15]=2)=O)=[C:4]([F:22])[CH:3]=1.[NH:23]([C:25]([O:27][C:28]([CH3:31])([CH3:30])[CH3:29])=[O:26])[NH2:24]. Product: [Br:1][C:2]1[CH:7]=[CH:6][C:5]([C:8]([C:10]2[CH:11]=[N:12][C:13]([N:16]3[CH2:21][CH2:20][O:19][CH2:18][CH2:17]3)=[CH:14][CH:15]=2)=[N:24][NH:23][C:25]([O:27][C:28]([CH3:31])([CH3:30])[CH3:29])=[O:26])=[C:4]([F:22])[CH:3]=1. The catalyst class is: 404. (4) Reactant: [OH:1][CH2:2][C@@H:3]([NH:10][C:11]([C:13]1[NH:14][CH:15]=[C:16]([C:18]2[C:23]([CH3:24])=[CH:22][N:21]=[C:20]([SH:25])[N:19]=2)[CH:17]=1)=[O:12])[C:4]1[CH:9]=[CH:8][CH:7]=[CH:6][CH:5]=1.[CH2:26](I)[CH2:27][CH3:28]. Product: [OH:1][CH2:2][C@@H:3]([NH:10][C:11]([C:13]1[N:14]=[CH:15][CH:16]([C:18]2[C:23]([CH3:24])=[CH:22][N:21]=[C:20]([S:25][CH2:26][CH2:27][CH3:28])[N:19]=2)[CH:17]=1)=[O:12])[C:4]1[CH:5]=[CH:6][CH:7]=[CH:8][CH:9]=1. The catalyst class is: 328. (5) Reactant: [C:1]([C:3]1[CH:4]=[C:5]([CH3:15])[CH:6]=[C:7]([C:9]2[CH:14]=[CH:13][CH:12]=[CH:11][CH:10]=2)[CH:8]=1)#N.[OH-:16].[K+].C[OH:19]. Product: [CH3:15][C:5]1[CH:4]=[C:3]([CH:8]=[C:7]([C:9]2[CH:14]=[CH:13][CH:12]=[CH:11][CH:10]=2)[CH:6]=1)[C:1]([OH:19])=[O:16]. The catalyst class is: 6. (6) Reactant: Br[C:2]1[CH:3]=[C:4]2[C:9](=[CH:10][CH:11]=1)[S:8][CH2:7][CH2:6][CH:5]2[O:12][Si:13]([C:16]([CH3:19])([CH3:18])[CH3:17])([CH3:15])[CH3:14].[Li]CCCC.[CH3:25][N:26]([CH3:44])[S:27]([N:30]1[C:34]([CH:35]=[O:36])=[CH:33][N:32]=[C:31]1[Si:37]([C:40]([CH3:43])([CH3:42])[CH3:41])([CH3:39])[CH3:38])(=[O:29])=[O:28]. Product: [CH3:25][N:26]([CH3:44])[S:27]([N:30]1[C:34]([CH:35]([C:2]2[CH:3]=[C:4]3[C:9](=[CH:10][CH:11]=2)[S:8][CH2:7][CH2:6][CH:5]3[O:12][Si:13]([C:16]([CH3:19])([CH3:18])[CH3:17])([CH3:15])[CH3:14])[OH:36])=[CH:33][N:32]=[C:31]1[Si:37]([C:40]([CH3:42])([CH3:41])[CH3:43])([CH3:39])[CH3:38])(=[O:28])=[O:29]. The catalyst class is: 1. (7) Reactant: [CH2:1]([N:8]([CH2:12][Si](C)(C)C)[CH2:9]OC)[C:2]1[CH:7]=[CH:6][CH:5]=[CH:4][CH:3]=1.[F:17][C:18]1[CH:23]=[CH:22][CH:21]=[C:20](/[CH:24]=[CH:25]/[N+:26]([O-:28])=[O:27])[CH:19]=1.C(O)(C(F)(F)F)=O. Product: [CH2:1]([N:8]1[CH2:12][C@@H:25]([N+:26]([O-:28])=[O:27])[C@H:24]([C:20]2[CH:21]=[CH:22][CH:23]=[C:18]([F:17])[CH:19]=2)[CH2:9]1)[C:2]1[CH:7]=[CH:6][CH:5]=[CH:4][CH:3]=1. The catalyst class is: 2. (8) Reactant: [CH2:1]([O:3][CH2:4][C:5]1[N:6]([CH2:19][C:20]2[O:24][N:23]=[C:22]([C:25]3[CH:30]=[CH:29][C:28]([F:31])=[CH:27][CH:26]=3)[CH:21]=2)[C:7]2[C:16]3[N:15]=[CH:14][CH:13]=[CH:12][C:11]=3[N+:10]([O-])=[CH:9][C:8]=2[N:18]=1)[CH3:2].ClC(Cl)(Cl)C([N:36]=C=O)=O. Product: [CH2:1]([O:3][CH2:4][C:5]1[N:6]([CH2:19][C:20]2[O:24][N:23]=[C:22]([C:25]3[CH:26]=[CH:27][C:28]([F:31])=[CH:29][CH:30]=3)[CH:21]=2)[C:7]2[C:16]3[N:15]=[CH:14][CH:13]=[CH:12][C:11]=3[N:10]=[C:9]([NH2:36])[C:8]=2[N:18]=1)[CH3:2]. The catalyst class is: 4. (9) Reactant: [F:1][C:2]1[CH:7]=[CH:6][C:5]([CH3:8])=[CH:4][C:3]=1[NH:9][C:10]([NH:12][C:13]1[CH:31]=[CH:30][C:16]([O:17][C:18]2[CH:23]=[CH:22][N:21]=[C:20]3[CH:24]=[C:25]([C:27]([OH:29])=O)[S:26][C:19]=23)=[CH:15][CH:14]=1)=[O:11].CN(C(ON1N=NC2C=CC=NC1=2)=[N+](C)C)C.F[P-](F)(F)(F)(F)F.C(N(CC)C(C)C)(C)C.Cl.[NH2:66][CH2:67][CH2:68][CH2:69][C:70]([O:72][CH2:73][CH3:74])=[O:71].Cl. Product: [F:1][C:2]1[CH:7]=[CH:6][C:5]([CH3:8])=[CH:4][C:3]=1[NH:9][C:10]([NH:12][C:13]1[CH:14]=[CH:15][C:16]([O:17][C:18]2[CH:23]=[CH:22][N:21]=[C:20]3[CH:24]=[C:25]([C:27]([NH:66][CH2:67][CH2:68][CH2:69][C:70]([O:72][CH2:73][CH3:74])=[O:71])=[O:29])[S:26][C:19]=23)=[CH:30][CH:31]=1)=[O:11]. The catalyst class is: 20. (10) Reactant: [N-:1]=[N+:2]=[N-:3].[Na+].[Br:5][C:6]1[CH:29]=[N:28][C:9]2=[N:10][C:11]([N:15]3[CH2:18][CH:17]([N:19]([CH3:27])[C:20](=[O:26])[O:21][C:22]([CH3:25])([CH3:24])[CH3:23])[CH2:16]3)=[C:12](Cl)[N:13]=[C:8]2[CH:7]=1. Product: [Br:5][C:6]1[CH:29]=[N:28][C:9]2[N:10]=[C:11]([N:15]3[CH2:16][CH:17]([N:19]([CH3:27])[C:20](=[O:26])[O:21][C:22]([CH3:25])([CH3:23])[CH3:24])[CH2:18]3)[C:12]3[N:1]([N:2]=[N:3][N:13]=3)[C:8]=2[CH:7]=1. The catalyst class is: 14.